This data is from Forward reaction prediction with 1.9M reactions from USPTO patents (1976-2016). The task is: Predict the product of the given reaction. The product is: [Si:1]([O:18][CH2:19][C@H:20]1[C:24](=[O:25])[CH:23]=[CH:22][CH2:21]1)([C:14]([CH3:17])([CH3:15])[CH3:16])([C:8]1[CH:13]=[CH:12][CH:11]=[CH:10][CH:9]=1)[C:2]1[CH:3]=[CH:4][CH:5]=[CH:6][CH:7]=1. Given the reactants [Si:1]([O:18][CH2:19][C@H:20]1[C@@H:24]([OH:25])[CH:23]=[CH:22][CH2:21]1)([C:14]([CH3:17])([CH3:16])[CH3:15])([C:8]1[CH:13]=[CH:12][CH:11]=[CH:10][CH:9]=1)[C:2]1[CH:7]=[CH:6][CH:5]=[CH:4][CH:3]=1.[Cr](O[Cr]([O-])(=O)=O)([O-])(=O)=O.[NH+]1C=CC=CC=1.[NH+]1C=CC=CC=1, predict the reaction product.